Dataset: Acute oral toxicity (LD50) regression data from Zhu et al.. Task: Regression/Classification. Given a drug SMILES string, predict its toxicity properties. Task type varies by dataset: regression for continuous values (e.g., LD50, hERG inhibition percentage) or binary classification for toxic/non-toxic outcomes (e.g., AMES mutagenicity, cardiotoxicity, hepatotoxicity). Dataset: ld50_zhu. (1) The drug is CCOC(C1=NCC(C)(C)CN1)c1ccc(C(C)C)cc1. The rat oral LD50 is 3.12, given as -log10 of the dose in mol/kg body weight (higher means more acutely toxic). (2) The drug is ClC=C(Cl)c1ccccc1. The rat oral LD50 is 1.64, given as -log10 of the dose in mol/kg body weight (higher means more acutely toxic). (3) The compound is C=C1C(=CC=C2CCCC3(C)C2CCC3C(C)CCCC(O)(C(F)(F)F)C(F)(F)F)CC(O)CC1O. The rat oral LD50 is 7.10, given as -log10 of the dose in mol/kg body weight (higher means more acutely toxic). (4) The molecule is CCOP(=S)(OCC)SCN1C(=O)c2ccccc2C1=O. The rat oral LD50 is 3.90, given as -log10 of the dose in mol/kg body weight (higher means more acutely toxic). (5) The drug is COS(C)(=O)=O. The rat oral LD50 is 2.69, given as -log10 of the dose in mol/kg body weight (higher means more acutely toxic). (6) The rat oral LD50 is 2.02, given as -log10 of the dose in mol/kg body weight (higher means more acutely toxic). The drug is ClC(COCC(Cl)C(Cl)(Cl)Cl)C(Cl)(Cl)Cl. (7) The molecule is CCN(CC)C(=O)c1ccc(OC)cc1O. The rat oral LD50 is 2.05, given as -log10 of the dose in mol/kg body weight (higher means more acutely toxic).